From a dataset of Full USPTO retrosynthesis dataset with 1.9M reactions from patents (1976-2016). Predict the reactants needed to synthesize the given product. (1) Given the product [Br:14][CH2:1][C:2]([C:4]1[CH:9]=[CH:8][C:7]([C:10]([CH3:13])([CH3:12])[CH3:11])=[CH:6][CH:5]=1)=[O:3], predict the reactants needed to synthesize it. The reactants are: [CH3:1][C:2]([C:4]1[CH:9]=[CH:8][C:7]([C:10]([CH3:13])([CH3:12])[CH3:11])=[CH:6][CH:5]=1)=[O:3].[Br:14]Br.Br. (2) Given the product [CH3:24][O:23][C:20]1[CH:21]=[CH:22][C:17]([CH2:16][N:10]2[CH:11]=[C:12]([N+:13]([O-:15])=[O:14])[C:8]([C:6]([NH:2][NH2:3])=[O:5])=[N:9]2)=[CH:18][CH:19]=1, predict the reactants needed to synthesize it. The reactants are: O.[NH2:2][NH2:3].C[O:5][C:6]([C:8]1[C:12]([N+:13]([O-:15])=[O:14])=[CH:11][N:10]([CH2:16][C:17]2[CH:22]=[CH:21][C:20]([O:23][CH3:24])=[CH:19][CH:18]=2)[N:9]=1)=O.